Task: Predict the reactants needed to synthesize the given product.. Dataset: Full USPTO retrosynthesis dataset with 1.9M reactions from patents (1976-2016) (1) Given the product [C:35]([C:2]1[N:7]=[C:6]([NH:8][C:9]([C:11]2[CH:12]=[CH:13][C:14]([O:15][C:16]3[CH:25]=[C:24]4[C:19]([CH:20]([C:26]([O:28][CH2:29][CH3:30])=[O:27])[CH2:21][CH2:22][O:23]4)=[CH:18][C:17]=3[Cl:31])=[CH:32][CH:33]=2)=[O:10])[CH:5]=[CH:4][CH:3]=1)([CH3:38])([CH3:37])[CH3:36], predict the reactants needed to synthesize it. The reactants are: Br[C:2]1[N:7]=[C:6]([NH:8][C:9]([C:11]2[CH:33]=[CH:32][C:14]([O:15][C:16]3[CH:25]=[C:24]4[C:19]([CH:20]([C:26]([O:28][CH2:29][CH3:30])=[O:27])[CH2:21][CH2:22][O:23]4)=[CH:18][C:17]=3[Cl:31])=[CH:13][CH:12]=2)=[O:10])[CH:5]=[CH:4][CH:3]=1.[Br-].[C:35]([Zn+])([CH3:38])([CH3:37])[CH3:36]. (2) Given the product [F:12][C:13]1[CH:18]=[CH:17][C:16]([C:19]2[O:23][N:22]=[C:21]([CH:24]3[CH2:29][CH2:28][CH2:27][N:26]([C:6]([C:5]4[CH:4]=[N:3][C:2]([F:1])=[CH:10][CH:9]=4)=[O:8])[CH2:25]3)[N:20]=2)=[CH:15][CH:14]=1, predict the reactants needed to synthesize it. The reactants are: [F:1][C:2]1[CH:10]=[CH:9][C:5]([C:6]([OH:8])=O)=[CH:4][N:3]=1.Cl.[F:12][C:13]1[CH:18]=[CH:17][C:16]([C:19]2[O:23][N:22]=[C:21]([CH:24]3[CH2:29][CH2:28][CH2:27][NH:26][CH2:25]3)[N:20]=2)=[CH:15][CH:14]=1. (3) Given the product [C:1]([N:8]1[CH2:12][C@@H:11]([N:13]([CH:20]2[CH2:21][CH2:22][C:23]([CH3:27])([CH3:26])[CH2:24][CH2:25]2)[C:14](=[O:19])[C:15]([CH3:16])([CH3:18])[CH3:17])[CH2:10][C@H:9]1/[CH:28]=[N:31]/[OH:32])([O:3][C:4]([CH3:6])([CH3:7])[CH3:5])=[O:2], predict the reactants needed to synthesize it. The reactants are: [C:1]([N:8]1[CH2:12][C@@H:11]([N:13]([CH:20]2[CH2:25][CH2:24][C:23]([CH3:27])([CH3:26])[CH2:22][CH2:21]2)[C:14](=[O:19])[C:15]([CH3:18])([CH3:17])[CH3:16])[CH2:10][C@H:9]1[CH:28]=O)([O:3][C:4]([CH3:7])([CH3:6])[CH3:5])=[O:2].Cl.[NH2:31][OH:32].